Dataset: Full USPTO retrosynthesis dataset with 1.9M reactions from patents (1976-2016). Task: Predict the reactants needed to synthesize the given product. (1) Given the product [CH3:9][O:8][C:5]1[CH:4]=[C:3]([C:10]2[CH:15]=[CH:14][C:13]([CH2:16][Cl:30])=[CH:12][C:11]=2[C:18]2[C@@:19]3([CH3:27])[C:24]([CH3:26])([CH3:25])[C@@H:22]([CH:23]=2)[CH2:21][CH2:20]3)[C:2]([F:1])=[CH:7][CH:6]=1, predict the reactants needed to synthesize it. The reactants are: [F:1][C:2]1[CH:7]=[CH:6][C:5]([O:8][CH3:9])=[CH:4][C:3]=1[C:10]1[CH:15]=[CH:14][C:13]([CH2:16]O)=[CH:12][C:11]=1[C:18]1[C@@:19]2([CH3:27])[C:24]([CH3:26])([CH3:25])[C@@H:22]([CH:23]=1)[CH2:21][CH2:20]2.S(Cl)([Cl:30])=O. (2) The reactants are: Cl[CH2:2][CH:3]=O.C(=O)(O)[O-].[Na+].[I:10][C:11]1[CH:12]=[C:13]2[C:18](=[CH:19][CH:20]=1)[N:17]=[C:16]([NH2:21])[CH:15]=[CH:14]2. Given the product [I:10][C:11]1[CH:12]=[C:13]2[C:18](=[CH:19][CH:20]=1)[N:17]1[CH:2]=[CH:3][N:21]=[C:16]1[CH:15]=[CH:14]2, predict the reactants needed to synthesize it.